Task: Regression. Given two drug SMILES strings and cell line genomic features, predict the synergy score measuring deviation from expected non-interaction effect.. Dataset: NCI-60 drug combinations with 297,098 pairs across 59 cell lines (1) Drug 1: CC1=C(C(=CC=C1)Cl)NC(=O)C2=CN=C(S2)NC3=CC(=NC(=N3)C)N4CCN(CC4)CCO. Drug 2: C(CCl)NC(=O)N(CCCl)N=O. Cell line: M14. Synergy scores: CSS=7.42, Synergy_ZIP=0.353, Synergy_Bliss=3.50, Synergy_Loewe=3.11, Synergy_HSA=2.42. (2) Drug 1: CCN(CC)CCNC(=O)C1=C(NC(=C1C)C=C2C3=C(C=CC(=C3)F)NC2=O)C. Drug 2: C1CCC(C(C1)N)N.C(=O)(C(=O)[O-])[O-].[Pt+4]. Cell line: SN12C. Synergy scores: CSS=21.4, Synergy_ZIP=-7.19, Synergy_Bliss=-0.408, Synergy_Loewe=-11.5, Synergy_HSA=-8.17. (3) Synergy scores: CSS=17.6, Synergy_ZIP=-4.06, Synergy_Bliss=4.00, Synergy_Loewe=3.42, Synergy_HSA=3.11. Drug 1: CNC(=O)C1=CC=CC=C1SC2=CC3=C(C=C2)C(=NN3)C=CC4=CC=CC=N4. Drug 2: C1CCC(C(C1)N)N.C(=O)(C(=O)[O-])[O-].[Pt+4]. Cell line: HT29. (4) Drug 1: COC1=NC(=NC2=C1N=CN2C3C(C(C(O3)CO)O)O)N. Drug 2: CCN(CC)CCNC(=O)C1=C(NC(=C1C)C=C2C3=C(C=CC(=C3)F)NC2=O)C. Cell line: SK-OV-3. Synergy scores: CSS=-2.06, Synergy_ZIP=6.53, Synergy_Bliss=-1.04, Synergy_Loewe=-9.20, Synergy_HSA=-5.28.